From a dataset of HIV replication inhibition screening data with 41,000+ compounds from the AIDS Antiviral Screen. Binary Classification. Given a drug SMILES string, predict its activity (active/inactive) in a high-throughput screening assay against a specified biological target. (1) The molecule is CC(=NO)C1CC=C(S(=O)(=O)c2ccccc2)C1. The result is 0 (inactive). (2) The compound is CNC(=O)c1nn[nH]c1O.[NaH]. The result is 0 (inactive). (3) The drug is NC1(C(=O)O)CSSC1. The result is 0 (inactive). (4) The molecule is Cc1cn(C2C=CCCC2O)c(=O)[nH]c1=O. The result is 0 (inactive). (5) The drug is O=C(Nc1ccc(Cl)cc1)c1cc(S(=O)(=O)NC2=Nc3ccc(Cl)cc3C(c3ccccc3)N2)c(SSc2cc(Cl)c(C(=O)Nc3ccc(Cl)cc3)cc2S(=O)(=O)NC2=Nc3ccc(Cl)cc3C(c3ccccc3)N2)cc1Cl. The result is 0 (inactive). (6) The drug is Cc1[nH]c2ccccc2c1-c1nnc(O)c2ccccc12. The result is 0 (inactive).